Dataset: Forward reaction prediction with 1.9M reactions from USPTO patents (1976-2016). Task: Predict the product of the given reaction. Given the reactants [CH3:1][CH:2]([CH2:13][C:14]#[C:15][CH2:16][CH3:17])[C:3]([O:5]N1C(=O)CCC1=O)=[O:4].CC(CC#CCC)C(Cl)=O.OC[C@H](NC(=O)C(C)CC#CCC)C1C=CC=CC=1, predict the reaction product. The product is: [CH3:1][CH:2]([CH2:13][C:14]#[C:15][CH2:16][CH3:17])[C:3]([OH:5])=[O:4].